From a dataset of Forward reaction prediction with 1.9M reactions from USPTO patents (1976-2016). Predict the product of the given reaction. Given the reactants Cl.[F:2][C:3]1[CH:8]=[CH:7][CH:6]=[CH:5][C:4]=1[C:9]1[C:10]2[C:14]([CH:15]=[CH:16][CH:17]=1)=[N:13][N:12]1[C:18]([CH:23]3[CH2:28][CH2:27][NH:26][CH2:25][CH2:24]3)=[CH:19][C:20](=[O:22])[NH:21][C:11]=21.[OH-].[Na+], predict the reaction product. The product is: [F:2][C:3]1[CH:8]=[CH:7][CH:6]=[CH:5][C:4]=1[C:9]1[C:10]2[C:14]([CH:15]=[CH:16][CH:17]=1)=[N:13][N:12]1[C:18]([CH:23]3[CH2:28][CH2:27][NH:26][CH2:25][CH2:24]3)=[CH:19][C:20](=[O:22])[NH:21][C:11]=21.